Task: Predict the reactants needed to synthesize the given product.. Dataset: Full USPTO retrosynthesis dataset with 1.9M reactions from patents (1976-2016) (1) Given the product [Cl:25][C:26]1[CH:31]=[CH:30][C:29]([NH:32][C:33]([NH:24][C@@H:19]2[CH2:20][CH2:21][CH2:22][CH2:23][C@H:18]2[CH2:17][N:11]2[CH2:16][CH2:15][CH2:14][CH2:13][CH2:12]2)=[O:34])=[CH:28][CH:27]=1, predict the reactants needed to synthesize it. The reactants are: C(N(C(C)C)CC)(C)C.Cl.[N:11]1([CH2:17][C@@H:18]2[CH2:23][CH2:22][CH2:21][CH2:20][C@H:19]2[NH2:24])[CH2:16][CH2:15][CH2:14][CH2:13][CH2:12]1.[Cl:25][C:26]1[CH:31]=[CH:30][C:29]([N:32]=[C:33]=[O:34])=[CH:28][CH:27]=1. (2) The reactants are: [Si:1]([O:8][CH2:9][C:10]1[C:11]([F:22])=[C:12]([N:16]2[CH2:21][CH2:20][NH:19][CH2:18][CH2:17]2)[CH:13]=[CH:14][CH:15]=1)([C:4]([CH3:7])([CH3:6])[CH3:5])([CH3:3])[CH3:2].Br[C:24]1[CH:25]=[CH:26][C:27]([C:30]([O:32][CH3:33])=[O:31])=[N:28][CH:29]=1.C1(P(C2CCCCC2)C2C=CC=CC=2C2C(C(C)C)=CC(C(C)C)=CC=2C(C)C)CCCCC1.P([O-])([O-])([O-])=O.[K+].[K+].[K+]. Given the product [Si:1]([O:8][CH2:9][C:10]1[C:11]([F:22])=[C:12]([N:16]2[CH2:21][CH2:20][N:19]([C:24]3[CH:25]=[CH:26][C:27]([C:30]([O:32][CH3:33])=[O:31])=[N:28][CH:29]=3)[CH2:18][CH2:17]2)[CH:13]=[CH:14][CH:15]=1)([C:4]([CH3:7])([CH3:5])[CH3:6])([CH3:3])[CH3:2], predict the reactants needed to synthesize it. (3) The reactants are: Cl[C:2]1[N:7]=[C:6]2[N:8]([CH:11]3[CH2:16][CH2:15][N:14]([C:17]([O:19][C:20]([CH3:23])([CH3:22])[CH3:21])=[O:18])[CH2:13][CH2:12]3)[N:9]=[CH:10][C:5]2=[C:4]([N:24]2[CH2:29][CH2:28][O:27][CH2:26][CH2:25]2)[N:3]=1.[N+:30]([C:33]1[CH:38]=[CH:37][C:36](B2OC(C)(C)C(C)(C)O2)=[CH:35][CH:34]=1)([O-:32])=[O:31].C(=O)([O-])[O-].[Na+].[Na+]. Given the product [O:27]1[CH2:26][CH2:25][N:24]([C:4]2[N:3]=[C:2]([C:36]3[CH:37]=[CH:38][C:33]([N+:30]([O-:32])=[O:31])=[CH:34][CH:35]=3)[N:7]=[C:6]3[N:8]([CH:11]4[CH2:12][CH2:13][N:14]([C:17]([O:19][C:20]([CH3:23])([CH3:22])[CH3:21])=[O:18])[CH2:15][CH2:16]4)[N:9]=[CH:10][C:5]=23)[CH2:29][CH2:28]1, predict the reactants needed to synthesize it.